Dataset: Forward reaction prediction with 1.9M reactions from USPTO patents (1976-2016). Task: Predict the product of the given reaction. (1) Given the reactants C([O:3][C:4](=[O:19])/[C:5](/[C:13]1S[C:15]([Br:18])=[CH:16][CH:17]=1)=[CH:6]/[CH:7]1[CH2:12][CH2:11][CH2:10][CH2:9][CH2:8]1)C.[OH-].[Na+].[CH3:22]O, predict the reaction product. The product is: [Br:18][C:15]1[CH2:22][C:13](/[C:5](=[CH:6]/[CH:7]2[CH2:8][CH2:9][CH2:10][CH2:11][CH2:12]2)/[C:4]([OH:3])=[O:19])=[CH:17][CH:16]=1. (2) The product is: [CH3:10][O:9][C:7]1[CH:6]=[C:5]([CH2:11][C@H:12]2[C:13](=[CH2:26])[CH2:14][CH2:15][C@@H:16]3[C@:21]2([CH3:22])[CH2:20][CH2:19][CH2:18][C:17]3([CH3:24])[CH3:23])[CH:4]=[C:3]([O:2][CH3:1])[CH:8]=1. Given the reactants [CH3:1][O:2][C:3]1[CH:4]=[C:5]([CH2:11][C@@H:12]2[C@:21]3([CH3:22])[C@H:16]([C:17]([CH3:24])([CH3:23])[CH2:18][CH2:19][CH2:20]3)[CH2:15][CH2:14][C@@:13]2([CH3:26])O)[CH:6]=[C:7]([O:9][CH3:10])[CH:8]=1.N1C=CC=CC=1.S(Cl)(Cl)=O.C([O-])(O)=O.[Na+], predict the reaction product. (3) Given the reactants Br[C:2]1[CH:3]=[C:4]([O:15][C:16]2[CH:17]=[C:18]([CH:24]=[CH:25][C:26]=2[Cl:27])[C:19]([O:21][CH2:22][CH3:23])=[O:20])[C:5]([NH:8][C:9]2[S:10][CH:11]=[C:12]([CH3:14])[N:13]=2)=[N:6][CH:7]=1.[C:28]1([SH:34])[CH:33]=[CH:32][CH:31]=[CH:30][CH:29]=1, predict the reaction product. The product is: [Cl:27][C:26]1[CH:25]=[CH:24][C:18]([C:19]([O:21][CH2:22][CH3:23])=[O:20])=[CH:17][C:16]=1[O:15][C:4]1[C:5]([NH:8][C:9]2[S:10][CH:11]=[C:12]([CH3:14])[N:13]=2)=[N:6][CH:7]=[C:2]([S:34][C:28]2[CH:33]=[CH:32][CH:31]=[CH:30][CH:29]=2)[CH:3]=1. (4) Given the reactants [CH3:1][N:2]1[N:18]=[CH:17][C:16]2[NH:15][C:14](=[O:19])[C@H:13]([CH3:20])[CH2:12][CH2:11][CH2:10][C@H:9]([NH:21]C(=O)OC(C)(C)C)[C:8]3[CH:29]=[C:4]([CH:5]=[CH:6][CH:7]=3)[C:3]1=2.[ClH:30], predict the reaction product. The product is: [ClH:30].[NH2:21][C@@H:9]1[C:8]2[CH:29]=[C:4]([CH:5]=[CH:6][CH:7]=2)[C:3]2[N:2]([CH3:1])[N:18]=[CH:17][C:16]=2[NH:15][C:14](=[O:19])[C@H:13]([CH3:20])[CH2:12][CH2:11][CH2:10]1. (5) Given the reactants [CH3:1][OH:2].C([O:10][C:11]1[C:18]([F:19])=[CH:17][C:14]([C:15]#N)=[CH:13][C:12]=1[F:20])C1C=CC=CC=1.S(=O)(=O)(O)O.[OH2:26], predict the reaction product. The product is: [F:20][C:12]1[CH:13]=[C:14]([CH:17]=[C:18]([F:19])[C:11]=1[OH:10])[C:15]([O:2][CH3:1])=[O:26]. (6) Given the reactants [CH3:1][C:2]([O:5][C:6]([NH:8][C:9]([CH3:14])([C:11]([OH:13])=O)[CH3:10])=[O:7])([CH3:4])[CH3:3].C(N(C(C)C)C(C)C)C.F[B-](F)(F)F.N1(OC(N(C)C)=[N+](C)C)C2C=CC=CC=2N=N1.[CH2:46]([C:48]1[CH:53]=[CH:52][CH:51]=[CH:50][C:49]=1[O:54][C:55]1[N:60]=[CH:59][C:58]([NH2:61])=[CH:57][CH:56]=1)[CH3:47], predict the reaction product. The product is: [CH2:46]([C:48]1[CH:53]=[CH:52][CH:51]=[CH:50][C:49]=1[O:54][C:55]1[N:60]=[CH:59][C:58]([NH:61][C:11](=[O:13])[C:9]([NH:8][C:6](=[O:7])[O:5][C:2]([CH3:1])([CH3:3])[CH3:4])([CH3:10])[CH3:14])=[CH:57][CH:56]=1)[CH3:47].